This data is from Experimental lipophilicity measurements (octanol/water distribution) for 4,200 compounds from AstraZeneca. The task is: Regression/Classification. Given a drug SMILES string, predict its absorption, distribution, metabolism, or excretion properties. Task type varies by dataset: regression for continuous measurements (e.g., permeability, clearance, half-life) or binary classification for categorical outcomes (e.g., BBB penetration, CYP inhibition). For this dataset (lipophilicity_astrazeneca), we predict Y. The drug is O=C(Nc1ccc(CCO)cc1)c1cc2cc(Cl)ccc2[nH]1. The Y is 3.85 logD.